Predict the product of the given reaction. From a dataset of Forward reaction prediction with 1.9M reactions from USPTO patents (1976-2016). (1) Given the reactants [F:8][C:7]([F:10])([F:9])[C:6](O[C:6](=[O:11])[C:7]([F:10])([F:9])[F:8])=[O:11].[CH3:14][O:15][C:16]1[CH:25]=[C:24]([O:26][CH3:27])[CH:23]=[C:22]2[C:17]=1[C:18](=[O:41])[NH:19][C:20]([C:28]1[C:33]([NH:34][CH:35]3[CH2:40][CH2:39][NH:38][CH2:37][CH2:36]3)=[CH:32][CH:31]=[CH:30][N:29]=1)=[N:21]2.C(N(CC)CC)C, predict the reaction product. The product is: [CH3:14][O:15][C:16]1[CH:25]=[C:24]([O:26][CH3:27])[CH:23]=[C:22]2[C:17]=1[C:18](=[O:41])[NH:19][C:20]([C:28]1[C:33]([NH:34][CH:35]3[CH2:40][CH2:39][N:38]([C:6](=[O:11])[C:7]([F:8])([F:9])[F:10])[CH2:37][CH2:36]3)=[CH:32][CH:31]=[CH:30][N:29]=1)=[N:21]2. (2) Given the reactants Br[C:2]1[C:11]2[C:6](=[CH:7][CH:8]=[CH:9][CH:10]=2)[N:5]=[C:4]([C:12]([NH2:14])=[O:13])[CH:3]=1.[Cl:15][C:16]1[CH:21]=[C:20]([F:22])[CH:19]=[C:18]([Cl:23])[C:17]=1B(O)O.C(=O)([O-])[O-].[Cs+].[Cs+].C(=O)([O-])O.[Na+], predict the reaction product. The product is: [Cl:15][C:16]1[CH:21]=[C:20]([F:22])[CH:19]=[C:18]([Cl:23])[C:17]=1[C:2]1[C:11]2[C:6](=[CH:7][CH:8]=[CH:9][CH:10]=2)[N:5]=[C:4]([C:12]([NH2:14])=[O:13])[CH:3]=1. (3) Given the reactants [F:1][C:2]1[N:7]=[CH:6][C:5]([C:8]2[CH:13]=[CH:12][C:11](=[O:14])[N:10]([CH2:15][O:16][CH2:17][CH2:18][Si:19]([CH3:22])([CH3:21])[CH3:20])[CH:9]=2)=[CH:4][CH:3]=1, predict the reaction product. The product is: [F:1][C:2]1[N:7]=[CH:6][C:5]([CH:8]2[CH2:9][N:10]([CH2:15][O:16][CH2:17][CH2:18][Si:19]([CH3:21])([CH3:20])[CH3:22])[C:11](=[O:14])[CH2:12][CH2:13]2)=[CH:4][CH:3]=1. (4) Given the reactants [CH3:1][S:2][C:3]1[S:4][C:5]([C:13]2[CH:17]=[CH:16][NH:15][N:14]=2)=[C:6]2[CH2:11][CH2:10][CH2:9][C:8](=[O:12])[C:7]=12.[H-].[Na+].Cl[CH2:21][O:22][CH2:23][CH2:24][Si:25]([CH3:28])([CH3:27])[CH3:26], predict the reaction product. The product is: [CH3:1][S:2][C:3]1[S:4][C:5]([C:13]2[CH:17]=[CH:16][N:15]([CH2:21][O:22][CH2:23][CH2:24][Si:25]([CH3:28])([CH3:27])[CH3:26])[N:14]=2)=[C:6]2[CH2:11][CH2:10][CH2:9][C:8](=[O:12])[C:7]=12. (5) Given the reactants [C:1]1([CH2:7][CH2:8][O:9][CH2:10][CH2:11][CH2:12][S:13]([CH2:16][CH2:17][OH:18])(=[O:15])=[O:14])[CH:6]=[CH:5][CH:4]=[CH:3][CH:2]=1.[C:19](Cl)(=[O:26])[C:20]1[CH:25]=[CH:24][CH:23]=[CH:22][CH:21]=1.C(N(CC)CC)C, predict the reaction product. The product is: [C:19]([O:18][CH2:17][CH2:16][S:13]([CH2:12][CH2:11][CH2:10][O:9][CH2:8][CH2:7][C:1]1[CH:2]=[CH:3][CH:4]=[CH:5][CH:6]=1)(=[O:14])=[O:15])(=[O:26])[C:20]1[CH:25]=[CH:24][CH:23]=[CH:22][CH:21]=1. (6) Given the reactants [C:1]([C:5]1[CH:9]=[C:8]([NH2:10])[N:7]([C:11]2[CH:16]=[CH:15][C:14]([CH3:17])=[CH:13][CH:12]=2)[N:6]=1)([CH3:4])([CH3:3])[CH3:2].C1N=CN([C:23](N2C=NC=C2)=[O:24])C=1.[NH2:30][C:31]1[C:40]2[C:35](=[CH:36][CH:37]=[CH:38][CH:39]=2)[C:34]([O:41][CH2:42][C:43]([C:46]2[CH:51]=[CH:50][N:49]=[C:48]([NH:52][C:53](=[O:59])[O:54][C:55]([CH3:58])([CH3:57])[CH3:56])[CH:47]=2)([CH3:45])[CH3:44])=[CH:33][CH:32]=1, predict the reaction product. The product is: [C:1]([C:5]1[CH:9]=[C:8]([NH:10][C:23](=[O:24])[NH:30][C:31]2[C:40]3[C:35](=[CH:36][CH:37]=[CH:38][CH:39]=3)[C:34]([O:41][CH2:42][C:43]([C:46]3[CH:51]=[CH:50][N:49]=[C:48]([NH:52][C:53](=[O:59])[O:54][C:55]([CH3:58])([CH3:57])[CH3:56])[CH:47]=3)([CH3:45])[CH3:44])=[CH:33][CH:32]=2)[N:7]([C:11]2[CH:12]=[CH:13][C:14]([CH3:17])=[CH:15][CH:16]=2)[N:6]=1)([CH3:4])([CH3:3])[CH3:2]. (7) Given the reactants [CH3:1][O:2][C:3]1[CH:8]=[CH:7][C:6]([CH2:9][NH2:10])=[CH:5][CH:4]=1.CCN(C(C)C)C(C)C.[Cl:20][C:21]1[CH:26]=[CH:25][C:24]([C:27]2[C:32]([C:33](Cl)=[O:34])=[C:31]([CH3:36])[N:30]=[CH:29][CH:28]=2)=[C:23]([F:37])[C:22]=1[O:38][CH3:39], predict the reaction product. The product is: [Cl:20][C:21]1[CH:26]=[CH:25][C:24]([C:27]2[C:32]([C:33]([NH:10][CH2:9][C:6]3[CH:7]=[CH:8][C:3]([O:2][CH3:1])=[CH:4][CH:5]=3)=[O:34])=[C:31]([CH3:36])[N:30]=[CH:29][CH:28]=2)=[C:23]([F:37])[C:22]=1[O:38][CH3:39].